Dataset: Full USPTO retrosynthesis dataset with 1.9M reactions from patents (1976-2016). Task: Predict the reactants needed to synthesize the given product. (1) Given the product [C:1]([O:5][C:6]([N:8]1[CH2:12][C:11](=[O:13])[CH:10]([S:14]([C:17]2[CH:22]=[CH:21][C:20]([O:23][CH2:24][C:25]3[CH:30]=[CH:29][CH:28]=[CH:27][CH:26]=3)=[CH:19][CH:18]=2)(=[O:16])=[O:15])[CH2:9]1)=[O:7])([CH3:4])([CH3:2])[CH3:3], predict the reactants needed to synthesize it. The reactants are: [C:1]([O:5][C:6]([N:8]1[CH2:12][CH:11]([OH:13])[CH:10]([S:14]([C:17]2[CH:22]=[CH:21][C:20]([O:23][CH2:24][C:25]3[CH:30]=[CH:29][CH:28]=[CH:27][CH:26]=3)=[CH:19][CH:18]=2)(=[O:16])=[O:15])[CH2:9]1)=[O:7])([CH3:4])([CH3:3])[CH3:2].[Cr](O[Cr]([O-])(=O)=O)([O-])(=O)=O.[NH+]1C=CC=CC=1.[NH+]1C=CC=CC=1. (2) Given the product [CH2:16]([O:19][NH:20][C@H:33]1[CH2:38][NH:37][C@H:36]([C:39]([NH2:41])=[O:40])[C:35]([CH:42]([CH3:44])[CH3:43])=[CH:34]1)[CH:17]=[CH2:18], predict the reactants needed to synthesize it. The reactants are: C(ON[C@H]1CN[C@H](C(N)=O)C(C)=C1)C=C.[CH2:16]([O:19][N:20]([C@H:33]1[CH2:38][NH:37][C@H:36]([C:39]([NH2:41])=[O:40])[C:35]([CH:42]([CH3:44])[CH3:43])=[CH:34]1)S(C1C=CC=CC=1[N+]([O-])=O)(=O)=O)[CH:17]=[CH2:18]. (3) Given the product [CH2:9]([N:11]1[C:12]2[CH2:17][CH2:16][CH2:15][CH2:14][C:13]=2[C:3]2[C:2]1=[CH:7][CH:6]=[CH:5][CH:4]=2)[CH3:10], predict the reactants needed to synthesize it. The reactants are: Cl[CH:2]1[CH2:7][CH2:6][CH2:5][CH2:4][C:3]1=O.[CH2:9]([NH:11][C:12]1[CH:17]=[CH:16][CH:15]=[CH:14][CH:13]=1)[CH3:10].COCCO.C(=O)([O-])[O-].[Na+].[Na+]. (4) Given the product [CH:22]1([N:21]2[C:14]3[N:15]([C:16](=[O:18])[N:17]=[C:12]([O:1][CH2:2][C:3]4[CH:4]=[C:5]([CH:8]=[CH:9][CH:10]=4)[C:6]#[N:7])[CH:13]=3)[CH2:19][CH2:20]2)[CH2:24][CH2:23]1, predict the reactants needed to synthesize it. The reactants are: [OH:1][CH2:2][C:3]1[CH:4]=[C:5]([CH:8]=[CH:9][CH:10]=1)[C:6]#[N:7].Cl[C:12]1[CH:13]=[C:14]2[N:21]([CH:22]3[CH2:24][CH2:23]3)[CH2:20][CH2:19][N:15]2[C:16](=[O:18])[N:17]=1. (5) Given the product [C:19]([O:23][C:24]([N:26]1[CH2:32][CH2:31][CH2:30][N:29]([CH2:33][CH2:34][CH2:35][CH2:36][N:5]([C@@H:6]([CH3:18])[CH2:7][C:8]2[CH:13]=[CH:12][C:11]([S:14]([CH3:17])(=[O:16])=[O:15])=[CH:10][CH:9]=2)[CH2:2][CH2:3][CH3:4])[C:28](=[O:38])[CH2:27]1)=[O:25])([CH3:22])([CH3:21])[CH3:20], predict the reactants needed to synthesize it. The reactants are: Cl.[CH2:2]([NH:5][C@@H:6]([CH3:18])[CH2:7][C:8]1[CH:13]=[CH:12][C:11]([S:14]([CH3:17])(=[O:16])=[O:15])=[CH:10][CH:9]=1)[CH2:3][CH3:4].[C:19]([O:23][C:24]([N:26]1[CH2:32][CH2:31][CH2:30][N:29]([CH2:33][CH2:34][CH2:35][CH:36]=O)[C:28](=[O:38])[CH2:27]1)=[O:25])([CH3:22])([CH3:21])[CH3:20].C(N(CC)CC)C.C(O[BH-](OC(=O)C)OC(=O)C)(=O)C.[Na+].